Dataset: Reaction yield outcomes from USPTO patents with 853,638 reactions. Task: Predict the reaction yield, written as a fraction of the theoretical maximum amount of product (1.0 means a 100% yield; for example, 0.34 means a 34% yield). The reactants are Br[CH:2]([CH2:7][CH2:8][CH2:9]Br)[C:3]([O:5][CH3:6])=[O:4].[OH:11][C:12]1[CH:13]=[C:14]([CH:19]=[CH:20][CH:21]=1)[C:15]([O:17][CH3:18])=[O:16].C([O-])([O-])=O.[K+].[K+].[C:28]([O-:31])(=[S:30])[CH3:29].[K+]. The catalyst is CN(C=O)C.CCOC(C)=O. The product is [C:28]([S:30][CH2:9][CH2:8][CH2:7][CH:2]([C:3]([O:5][CH3:6])=[O:4])[O:11][C:12]1[CH:13]=[C:14]([CH:19]=[CH:20][CH:21]=1)[C:15]([O:17][CH3:18])=[O:16])(=[O:31])[CH3:29]. The yield is 0.370.